From a dataset of Forward reaction prediction with 1.9M reactions from USPTO patents (1976-2016). Predict the product of the given reaction. (1) Given the reactants [NH2:1][C:2]1[C:11]2[N:12]=[C:13]([CH2:20][O:21][CH2:22][CH3:23])[N:14]([CH2:15][C:16]([OH:19])([CH3:18])[CH3:17])[C:10]=2[C:9]2[CH:8]=[CH:7][C:6](/[CH:24]=[CH:25]/[C:26]([O:28][CH3:29])=[O:27])=[CH:5][C:4]=2[N:3]=1, predict the reaction product. The product is: [NH2:1][C:2]1[C:11]2[N:12]=[C:13]([CH2:20][O:21][CH2:22][CH3:23])[N:14]([CH2:15][C:16]([OH:19])([CH3:18])[CH3:17])[C:10]=2[C:9]2[CH:8]=[CH:7][C:6]([CH2:24][CH2:25][C:26]([O:28][CH3:29])=[O:27])=[CH:5][C:4]=2[N:3]=1. (2) Given the reactants [CH:1]1[N:9]=[C:8](Br)[C:7]2[C:3](=[N:4][S:5][N:6]=2)[C:2]=1[Br:11].C([O-])([O-])=O.[Na+].[Na+].[S:18]1[C:22]2[CH:23]=[CH:24][CH:25]=[CH:26][C:21]=2[CH:20]=[C:19]1B(O)O, predict the reaction product. The product is: [S:18]1[C:19]([C:8]2[C:7]3=[N:6][S:5][N:4]=[C:3]3[C:2]([Br:11])=[CH:1][N:9]=2)=[CH:20][C:21]2[CH:26]=[CH:25][CH:24]=[CH:23][C:22]1=2. (3) Given the reactants N#N.[CH3:3][C:4]1([C:9]2[S:10][CH:11]=[CH:12][CH:13]=2)[O:8][CH2:7][CH2:6][O:5]1.CN(C)CCN(C)C.[Li]CCCC.CN([CH:30]=[O:31])C, predict the reaction product. The product is: [CH3:3][C:4]1([C:9]2[S:10][C:11]([CH:30]=[O:31])=[CH:12][CH:13]=2)[O:5][CH2:6][CH2:7][O:8]1. (4) Given the reactants [Cl:1][C:2]1[C:3]([C:11]#[N:12])=[C:4]([C:8]([OH:10])=O)[NH:5][C:6]=1[CH3:7].[NH2:13][C@@H:14]1[CH2:19][CH2:18][N:17]([C:20]([O:22][CH2:23][CH3:24])=[O:21])[CH2:16][C@@H:15]1[O:25][CH2:26][CH3:27].C1C=CC2N(O)N=NC=2C=1.CN1CCOCC1.CCN=C=NCCCN(C)C.Cl, predict the reaction product. The product is: [Cl:1][C:2]1[C:3]([C:11]#[N:12])=[C:4]([C:8]([NH:13][C@@H:14]2[CH2:19][CH2:18][N:17]([C:20]([O:22][CH2:23][CH3:24])=[O:21])[CH2:16][C@@H:15]2[O:25][CH2:26][CH3:27])=[O:10])[NH:5][C:6]=1[CH3:7]. (5) Given the reactants [C:1]([C:4]1[CH:9]=[CH:8][CH:7]=[CH:6][C:5]=1[NH:10][C:11](=O)[C:12]1[CH:17]=[CH:16][C:15]([F:18])=[CH:14][CH:13]=1)(=[O:3])[CH3:2].CC(C)([O-])C.[K+], predict the reaction product. The product is: [F:18][C:15]1[CH:16]=[CH:17][C:12]([C:11]2[NH:10][C:5]3[C:4]([C:1](=[O:3])[CH:2]=2)=[CH:9][CH:8]=[CH:7][CH:6]=3)=[CH:13][CH:14]=1.